Task: Regression. Given two drug SMILES strings and cell line genomic features, predict the synergy score measuring deviation from expected non-interaction effect.. Dataset: NCI-60 drug combinations with 297,098 pairs across 59 cell lines (1) Drug 1: CCCCC(=O)OCC(=O)C1(CC(C2=C(C1)C(=C3C(=C2O)C(=O)C4=C(C3=O)C=CC=C4OC)O)OC5CC(C(C(O5)C)O)NC(=O)C(F)(F)F)O. Drug 2: C1=NC2=C(N=C(N=C2N1C3C(C(C(O3)CO)O)F)Cl)N. Cell line: OVCAR-5. Synergy scores: CSS=14.1, Synergy_ZIP=-6.14, Synergy_Bliss=-1.52, Synergy_Loewe=-0.895, Synergy_HSA=-2.23. (2) Cell line: UACC-257. Drug 2: C1CC(=O)NC(=O)C1N2C(=O)C3=CC=CC=C3C2=O. Drug 1: C1=CC(=CC=C1CCCC(=O)O)N(CCCl)CCCl. Synergy scores: CSS=-3.20, Synergy_ZIP=-3.34, Synergy_Bliss=-5.36, Synergy_Loewe=-7.52, Synergy_HSA=-5.48. (3) Drug 1: CN(CC1=CN=C2C(=N1)C(=NC(=N2)N)N)C3=CC=C(C=C3)C(=O)NC(CCC(=O)O)C(=O)O. Drug 2: C1CC(=O)NC(=O)C1N2C(=O)C3=CC=CC=C3C2=O. Cell line: A498. Synergy scores: CSS=1.60, Synergy_ZIP=-2.15, Synergy_Bliss=-0.639, Synergy_Loewe=-19.0, Synergy_HSA=-4.03. (4) Drug 2: CCC1(CC2CC(C3=C(CCN(C2)C1)C4=CC=CC=C4N3)(C5=C(C=C6C(=C5)C78CCN9C7C(C=CC9)(C(C(C8N6C)(C(=O)OC)O)OC(=O)C)CC)OC)C(=O)OC)O.OS(=O)(=O)O. Drug 1: CNC(=O)C1=NC=CC(=C1)OC2=CC=C(C=C2)NC(=O)NC3=CC(=C(C=C3)Cl)C(F)(F)F. Cell line: MCF7. Synergy scores: CSS=-2.32, Synergy_ZIP=2.27, Synergy_Bliss=2.14, Synergy_Loewe=-3.70, Synergy_HSA=-1.87. (5) Drug 1: C1=CC(=CC=C1CCCC(=O)O)N(CCCl)CCCl. Cell line: HCC-2998. Drug 2: CCC1=C2CN3C(=CC4=C(C3=O)COC(=O)C4(CC)O)C2=NC5=C1C=C(C=C5)O. Synergy scores: CSS=17.9, Synergy_ZIP=-10.1, Synergy_Bliss=-10.8, Synergy_Loewe=-9.91, Synergy_HSA=-4.67. (6) Drug 1: C1CCC(CC1)NC(=O)N(CCCl)N=O. Drug 2: C1CN1P(=S)(N2CC2)N3CC3. Cell line: MOLT-4. Synergy scores: CSS=56.6, Synergy_ZIP=-2.68, Synergy_Bliss=-4.38, Synergy_Loewe=-8.38, Synergy_HSA=-3.13. (7) Drug 1: C1CCN(CC1)CCOC2=CC=C(C=C2)C(=O)C3=C(SC4=C3C=CC(=C4)O)C5=CC=C(C=C5)O. Drug 2: COC1=C(C=C2C(=C1)N=CN=C2NC3=CC(=C(C=C3)F)Cl)OCCCN4CCOCC4. Cell line: A549. Synergy scores: CSS=38.1, Synergy_ZIP=-1.19, Synergy_Bliss=-2.50, Synergy_Loewe=-4.71, Synergy_HSA=-1.89. (8) Drug 1: C1CCN(CC1)CCOC2=CC=C(C=C2)C(=O)C3=C(SC4=C3C=CC(=C4)O)C5=CC=C(C=C5)O. Drug 2: CN(CCCl)CCCl.Cl. Cell line: SK-MEL-5. Synergy scores: CSS=-2.36, Synergy_ZIP=3.09, Synergy_Bliss=5.87, Synergy_Loewe=-8.85, Synergy_HSA=-3.26. (9) Drug 1: C1C(C(OC1N2C=C(C(=O)NC2=O)F)CO)O. Drug 2: CC1C(C(CC(O1)OC2CC(CC3=C2C(=C4C(=C3O)C(=O)C5=C(C4=O)C(=CC=C5)OC)O)(C(=O)CO)O)N)O.Cl. Cell line: NCI-H322M. Synergy scores: CSS=22.6, Synergy_ZIP=-2.63, Synergy_Bliss=-1.92, Synergy_Loewe=-1.62, Synergy_HSA=-0.924. (10) Drug 1: CC(C)(C#N)C1=CC(=CC(=C1)CN2C=NC=N2)C(C)(C)C#N. Drug 2: C1CN(CCN1C(=O)CCBr)C(=O)CCBr. Cell line: EKVX. Synergy scores: CSS=-2.32, Synergy_ZIP=-1.10, Synergy_Bliss=-1.05, Synergy_Loewe=-101, Synergy_HSA=-5.22.